This data is from Forward reaction prediction with 1.9M reactions from USPTO patents (1976-2016). The task is: Predict the product of the given reaction. (1) The product is: [ClH:44].[CH:1]1([C:4]2[CH:5]=[C:6]([C@@H:16]([CH2:32][C@H:33]3[CH2:37][CH2:36][C:35](=[O:38])[CH2:34]3)[C:17]([NH:19][C:20]3[N:25]=[CH:24][C:23]([CH2:26][C:27]([OH:29])=[O:28])=[CH:22][CH:21]=3)=[O:18])[CH:7]=[CH:8][C:9]=2[S:10]([CH:13]2[CH2:15][CH2:14]2)(=[O:11])=[O:12])[CH2:3][CH2:2]1. Given the reactants [CH:1]1([C:4]2[CH:5]=[C:6]([C@@H:16]([CH2:32][C@H:33]3[CH2:37][CH2:36][C:35](=[O:38])[CH2:34]3)[C:17]([NH:19][C:20]3[N:25]=[CH:24][C:23]([CH2:26][C:27]([O:29]CC)=[O:28])=[CH:22][CH:21]=3)=[O:18])[CH:7]=[CH:8][C:9]=2[S:10]([CH:13]2[CH2:15][CH2:14]2)(=[O:12])=[O:11])[CH2:3][CH2:2]1.[OH-].[Na+].C(O)C.[ClH:44], predict the reaction product. (2) Given the reactants [Br:1][C:2]1[C:10]2[C:9](Cl)=[N:8][CH:7]=[N:6][C:5]=2[NH:4][C:3]=1[C:12]([O:14][CH2:15][CH3:16])=[O:13].[CH3:17][O:18][C:19]1[CH:27]=[C:26]2[C:22]([CH:23]=[N:24][NH:25]2)=[CH:21][C:20]=1[NH2:28], predict the reaction product. The product is: [Br:1][C:2]1[C:10]2[C:9]([NH:28][C:20]3[CH:21]=[C:22]4[C:26](=[CH:27][C:19]=3[O:18][CH3:17])[NH:25][N:24]=[CH:23]4)=[N:8][CH:7]=[N:6][C:5]=2[NH:4][C:3]=1[C:12]([O:14][CH2:15][CH3:16])=[O:13]. (3) The product is: [C:15]([O:19][C:20]([N:22]1[CH2:26][CH2:25][CH:24]([C:27](=[S:2])[NH2:28])[CH:23]1[C:30]1[CH:35]=[C:34]([CH3:36])[N:33]=[C:32]([N:37]2[CH:41]=[CH:40][N:39]=[CH:38]2)[N:31]=1)=[O:21])([CH3:18])([CH3:17])[CH3:16]. Given the reactants P12(SP3(SP(SP(S3)(S1)=S)(=S)S2)=S)=[S:2].[C:15]([O:19][C:20]([N:22]1[CH2:26][CH2:25][CH:24]([C:27](=O)[NH2:28])[CH:23]1[C:30]1[CH:35]=[C:34]([CH3:36])[N:33]=[C:32]([N:37]2[CH:41]=[CH:40][N:39]=[CH:38]2)[N:31]=1)=[O:21])([CH3:18])([CH3:17])[CH3:16].O, predict the reaction product. (4) Given the reactants [NH2:1][C:2]1[N:7]=[CH:6][C:5]([C:8]([OH:10])=O)=[CH:4][C:3]=1[O:11][C@@H:12]1[C:16]([F:18])([F:17])[CH2:15][N:14]([C:19](=[O:32])[CH2:20][C:21]2[CH:26]=[CH:25][C:24]([O:27][C:28]([F:31])([F:30])[F:29])=[CH:23][CH:22]=2)[CH2:13]1.Cl.CN.[CH2:36]([N:38](CC)CC)C.CN(C(ON1N=NC2C=CC=NC1=2)=[N+](C)C)C.F[P-](F)(F)(F)(F)F, predict the reaction product. The product is: [NH2:1][C:2]1[N:7]=[CH:6][C:5]([C:8]([NH:38][CH3:36])=[O:10])=[CH:4][C:3]=1[O:11][C@@H:12]1[C:16]([F:18])([F:17])[CH2:15][N:14]([C:19](=[O:32])[CH2:20][C:21]2[CH:22]=[CH:23][C:24]([O:27][C:28]([F:30])([F:29])[F:31])=[CH:25][CH:26]=2)[CH2:13]1. (5) Given the reactants [Mg].Br[C:3]1[CH:4]=[C:5]([CH3:9])[CH:6]=[CH:7][CH:8]=1.[NH2:10][C:11]1[CH:18]=[CH:17][CH:16]=[CH:15][C:12]=1[C:13]#[N:14].Cl.[OH-].[Na+], predict the reaction product. The product is: [NH:14]=[C:13]([C:3]1[CH:4]=[C:5]([CH3:9])[CH:6]=[CH:7][CH:8]=1)[C:12]1[CH:15]=[CH:16][CH:17]=[CH:18][C:11]=1[NH2:10]. (6) The product is: [C:1]([O:5][C:6]([N:8]1[CH2:11][CH:10]([N:17]2[CH2:18][CH:15]([F:14])[CH2:16]2)[CH2:9]1)=[O:7])([CH3:4])([CH3:3])[CH3:2]. Given the reactants [C:1]([O:5][C:6]([N:8]1[CH2:11][C:10](=O)[CH2:9]1)=[O:7])([CH3:4])([CH3:3])[CH3:2].Cl.[F:14][CH:15]1[CH2:18][NH:17][CH2:16]1.COC(OC)OC.C(O)(=O)C.C(O[BH-](OC(=O)C)OC(=O)C)(=O)C.[Na+], predict the reaction product. (7) Given the reactants [NH2:1][C:2]1[N:3]=[CH:4][C:5]2[CH2:11][N:10]([C:12]3[CH:13]=[C:14]([CH:18]=[CH:19][CH:20]=3)[C:15]([OH:17])=O)[CH2:9][CH2:8][C:6]=2[N:7]=1.C(N(CC)C(C)C)(C)C.CN(C(ON1N=NC2C=CC=CC1=2)=[N+](C)C)C.F[P-](F)(F)(F)(F)F.[CH3:54][O:55][C:56]1[CH:61]=[CH:60][CH:59]=[C:58]([NH2:62])[CH:57]=1, predict the reaction product. The product is: [NH2:1][C:2]1[N:3]=[CH:4][C:5]2[CH2:11][N:10]([C:12]3[CH:13]=[C:14]([CH:18]=[CH:19][CH:20]=3)[C:15]([NH:62][C:58]3[CH:59]=[CH:60][CH:61]=[C:56]([O:55][CH3:54])[CH:57]=3)=[O:17])[CH2:9][CH2:8][C:6]=2[N:7]=1. (8) Given the reactants [C:1]([O:5][C:6]([NH:8][C@@H:9]([CH2:14][O:15][CH2:16][C@H:17]([O:27][CH2:28][CH2:29][CH3:30])[C@H:18]([C@@H:24]([OH:26])[CH3:25])[CH2:19][CH2:20][CH:21]([CH3:23])[CH3:22])[C:10]([O:12]C)=[O:11])=[O:7])([CH3:4])([CH3:3])[CH3:2].O[Li].O, predict the reaction product. The product is: [C:1]([O:5][C:6]([NH:8][C@@H:9]([CH2:14][O:15][CH2:16][C@H:17]([O:27][CH2:28][CH2:29][CH3:30])[C@H:18]([C@@H:24]([OH:26])[CH3:25])[CH2:19][CH2:20][CH:21]([CH3:23])[CH3:22])[C:10]([OH:12])=[O:11])=[O:7])([CH3:2])([CH3:3])[CH3:4]. (9) The product is: [CH2:7]([C:8]1[C:10]2[CH2:11][S:12][CH2:13][CH2:14][C:15]=2[N:32]=[C:30]([NH:29][C:26]2[CH:27]=[CH:28][C:23]([N:19]3[CH:20]=[CH:21][N:22]=[C:18]3[CH3:17])=[CH:24][CH:25]=2)[N:31]=1)[C:1]1[CH:6]=[CH:5][CH:4]=[CH:3][CH:2]=1. Given the reactants [C:1]1([CH2:7][C:8]([CH:10]2[C:15](=O)[CH2:14][CH2:13][S:12][CH2:11]2)=O)[CH:6]=[CH:5][CH:4]=[CH:3][CH:2]=1.[CH3:17][C:18]1[N:19]([C:23]2[CH:28]=[CH:27][C:26]([NH:29][C:30]([NH2:32])=[NH:31])=[CH:25][CH:24]=2)[CH:20]=[CH:21][N:22]=1, predict the reaction product.